Dataset: Reaction yield outcomes from USPTO patents with 853,638 reactions. Task: Predict the reaction yield, written as a fraction of the theoretical maximum amount of product (1.0 means a 100% yield; for example, 0.34 means a 34% yield). (1) The reactants are Br[C:2]1[CH:23]=[CH:22][C:5]2[C:6]3[N:7]([CH:11]=[C:12]([C:14]4[N:18]([CH:19]([CH3:21])[CH3:20])[N:17]=[CH:16][N:15]=4)[N:13]=3)[CH2:8][CH2:9][O:10][C:4]=2[CH:3]=1.[Cl:24][C:25]1[CH:30]=[CH:29][C:28](B(O)O)=[CH:27][CH:26]=1.C([O-])([O-])=O.[Cs+].[Cs+]. The catalyst is C1C=CC(P(C2C=CC=CC=2)[C-]2C=CC=C2)=CC=1.C1C=CC(P(C2C=CC=CC=2)[C-]2C=CC=C2)=CC=1.Cl[Pd]Cl.[Fe+2].O1CCOCC1.O. The product is [Cl:24][C:25]1[CH:30]=[CH:29][C:28]([C:2]2[CH:23]=[CH:22][C:5]3[C:6]4[N:7]([CH:11]=[C:12]([C:14]5[N:18]([CH:19]([CH3:21])[CH3:20])[N:17]=[CH:16][N:15]=5)[N:13]=4)[CH2:8][CH2:9][O:10][C:4]=3[CH:3]=2)=[CH:27][CH:26]=1. The yield is 0.210. (2) The reactants are C[O:2][C:3](=[O:20])[C:4]1[CH:9]=[CH:8][CH:7]=[C:6]([C:10]2[O:11][C:12]3[CH:18]=[C:17]([CH3:19])[CH:16]=[CH:15][C:13]=3[N:14]=2)[CH:5]=1.[I-].[Li+].Cl. The catalyst is N1C=CC=CC=1. The product is [CH3:19][C:17]1[CH:16]=[CH:15][C:13]2[N:14]=[C:10]([C:6]3[CH:5]=[C:4]([CH:9]=[CH:8][CH:7]=3)[C:3]([OH:20])=[O:2])[O:11][C:12]=2[CH:18]=1. The yield is 0.251. (3) The yield is 0.270. The reactants are [Cl:1][C:2]1[CH:18]=[CH:17][C:5]2[O:6][CH2:7][O:8][C:9]3[CH:15]=[CH:14][C:13]([Cl:16])=[CH:12][C:10]=3[CH2:11][C:4]=2[CH:3]=1.[Br:19]N1C(=O)CCC1=O. The catalyst is ClC(Cl)(Cl)Cl.N(C(C)(C)C#N)=NC(C)(C)C#N. The product is [Br:19][CH:11]1[C:4]2[CH:3]=[C:2]([Cl:1])[CH:18]=[CH:17][C:5]=2[O:6][CH2:7][O:8][C:9]2[CH:15]=[CH:14][C:13]([Cl:16])=[CH:12][C:10]1=2. (4) The reactants are [F:1][C:2]1[CH:3]=[N:4][N:5]([CH3:18])[C:6]=1[C:7]1[CH:12]=[C:11]([N+:13]([O-])=O)[CH:10]=[CH:9][C:8]=1[O:16][CH3:17].[OH-].[Na+].CCOC(C)=O. The catalyst is CCO. The product is [F:1][C:2]1[CH:3]=[N:4][N:5]([CH3:18])[C:6]=1[C:7]1[CH:12]=[C:11]([NH2:13])[CH:10]=[CH:9][C:8]=1[O:16][CH3:17]. The yield is 0.470. (5) The product is [CH2:4]([O:3][C:1]([N:19]1[CH2:24][CH2:23][C:22]([N:25]([CH3:27])[CH3:26])([C:28]2[CH:29]=[CH:30][CH:31]=[CH:32][CH:33]=2)[CH2:21][CH2:20]1)=[O:2])[C:5]1[CH:10]=[CH:9][CH:8]=[CH:7][CH:6]=1. The catalyst is CO.C(Cl)(Cl)Cl. The yield is 0.210. The reactants are [C:1](Cl)([O:3][CH2:4][C:5]1[CH:10]=[CH:9][CH:8]=[CH:7][CH:6]=1)=[O:2].C([N:19]1[CH2:24][CH2:23][C:22]([C:28]2[CH:33]=[CH:32][CH:31]=[CH:30][CH:29]=2)([N:25]([CH3:27])[CH3:26])[CH2:21][CH2:20]1)C1C=CC=CC=1.C(=O)([O-])O.[Na+]. (6) The reactants are CSC.[CH:4]([Mg]Br)([CH3:6])[CH3:5].[Cl:9][C:10]1[CH:15]=[CH:14][C:13](/[CH:16]=[CH:17]/[C:18]([N:20]2[C@@H:24]([C:25]3[CH:30]=[CH:29][CH:28]=[CH:27][CH:26]=3)[CH2:23][O:22][C:21]2=[O:31])=[O:19])=[CH:12][CH:11]=1. The catalyst is C1COCC1. The product is [Cl:9][C:10]1[CH:11]=[CH:12][C:13]([C@@H:16]([CH:4]([CH3:6])[CH3:5])[CH2:17][C:18]([N:20]2[C@@H:24]([C:25]3[CH:26]=[CH:27][CH:28]=[CH:29][CH:30]=3)[CH2:23][O:22][C:21]2=[O:31])=[O:19])=[CH:14][CH:15]=1. The yield is 0.660.